This data is from Full USPTO retrosynthesis dataset with 1.9M reactions from patents (1976-2016). The task is: Predict the reactants needed to synthesize the given product. (1) Given the product [Cl:26][C:19]1[C:20]([F:25])=[CH:21][CH:22]=[C:23]([Cl:24])[C:18]=1[CH:16]([O:15][C:3]1[CH:4]=[C:5]([C:8]2[CH:9]=[N:10][C:11]([O:14][CH2:53][CH2:52][N:46]3[CH2:51][CH2:50][O:49][CH2:48][CH2:47]3)=[CH:12][CH:13]=2)[CH:6]=[N:7][C:2]=1[NH2:1])[CH3:17], predict the reactants needed to synthesize it. The reactants are: [NH2:1][C:2]1[N:7]=[CH:6][C:5]([C:8]2[CH:9]=[N:10][C:11]([OH:14])=[CH:12][CH:13]=2)=[CH:4][C:3]=1[O:15][CH:16]([C:18]1[C:23]([Cl:24])=[CH:22][CH:21]=[C:20]([F:25])[C:19]=1[Cl:26])[CH3:17].C1(P(C2C=CC=CC=2)C2C=CC=CC=2)C=CC=CC=1.[N:46]1([CH2:52][CH2:53]O)[CH2:51][CH2:50][O:49][CH2:48][CH2:47]1.CCOC(/N=N/C(OCC)=O)=O. (2) The reactants are: FC(F)(F)C([N:5]1[CH2:11][CH:10]([CH:12]([CH3:14])[CH3:13])[C:9]2[CH:15]=[C:16]([Br:21])[C:17]([O:19][CH3:20])=[CH:18][C:8]=2[CH2:7][CH2:6]1)=O.[OH-].[Na+]. Given the product [Br:21][C:16]1[C:17]([O:19][CH3:20])=[CH:18][C:8]2[CH2:7][CH2:6][NH:5][CH2:11][CH:10]([CH:12]([CH3:14])[CH3:13])[C:9]=2[CH:15]=1, predict the reactants needed to synthesize it. (3) Given the product [CH3:38][O:37][C@@H:25]1[C@H:26]([NH:29][C:30](=[O:31])[O:32][C:33]([CH3:34])([CH3:36])[CH3:35])[CH2:27][CH2:28][N:23]([CH2:22][CH2:21][N:10]2[C:11]3[C:6](=[CH:5][CH:4]=[C:3]([O:2][CH3:1])[CH:12]=3)[N:7]=[CH:8][C:9]2=[O:13])[CH2:24]1, predict the reactants needed to synthesize it. The reactants are: [CH3:1][O:2][C:3]1[CH:12]=[C:11]2[C:6]([N:7]=[CH:8][C:9](=[O:13])[NH:10]2)=[CH:5][CH:4]=1.[H-].[Na+].CS(O[CH2:21][CH2:22][N:23]1[CH2:28][CH2:27][C@@H:26]([NH:29][C:30]([O:32][C:33]([CH3:36])([CH3:35])[CH3:34])=[O:31])[C@@H:25]([O:37][CH3:38])[CH2:24]1)(=O)=O. (4) Given the product [CH3:37][C:34]1[CH:33]=[CH:32][C:31]([C:30]2[N:26]([C:23]3[CH:22]=[CH:21][C:20]([S:17]([NH:7][CH2:8][CH2:9][O:10][C:11]4[N:12]=[CH:13][CH:14]=[CH:15][N:16]=4)(=[O:19])=[O:18])=[CH:25][CH:24]=3)[N:27]=[C:28]([C:38]([F:41])([F:39])[F:40])[CH:29]=2)=[CH:36][CH:35]=1, predict the reactants needed to synthesize it. The reactants are: C(OC(=O)[N:7]([S:17]([C:20]1[CH:25]=[CH:24][C:23]([N:26]2[C:30]([C:31]3[CH:36]=[CH:35][C:34]([CH3:37])=[CH:33][CH:32]=3)=[CH:29][C:28]([C:38]([F:41])([F:40])[F:39])=[N:27]2)=[CH:22][CH:21]=1)(=[O:19])=[O:18])[CH2:8][CH2:9][O:10][C:11]1[N:16]=[CH:15][CH:14]=[CH:13][N:12]=1)(C)(C)C.C(=O)(O)[O-].[Na+]. (5) Given the product [ClH:32].[CH3:28][C:26]1[CH:25]=[C:24]([S:29]([N:1]2[C:9]3[CH:8]=[CH:7][CH:6]=[C:5]4[CH2:10][NH:11][CH2:12][CH2:13][C:3]([C:4]=34)=[CH:2]2)(=[O:30])=[O:31])[CH:23]=[C:22]([CH3:21])[CH:27]=1, predict the reactants needed to synthesize it. The reactants are: [NH:1]1[C:9]2[CH:8]=[CH:7][CH:6]=[C:5]3[CH2:10][N:11](C(OC(C)(C)C)=O)[CH2:12][CH2:13][C:3]([C:4]=23)=[CH:2]1.[CH3:21][C:22]1[CH:23]=[C:24]([S:29]([Cl:32])(=[O:31])=[O:30])[CH:25]=[C:26]([CH3:28])[CH:27]=1. (6) Given the product [F:28][CH:9]([F:8])[O:10][C:11]1[CH:19]=[CH:18][CH:17]=[C:16]2[C:12]=1[CH:13]=[C:14]([C:20]([NH:22][C@@H:23]1[CH2:27][CH2:26][N:25]([CH3:2])[CH2:24]1)=[O:21])[NH:15]2, predict the reactants needed to synthesize it. The reactants are: F[C:2](F)(F)C(O)=O.[F:8][CH:9]([F:28])[O:10][C:11]1[CH:19]=[CH:18][CH:17]=[C:16]2[C:12]=1[CH:13]=[C:14]([C:20]([NH:22][C@@H:23]1[CH2:27][CH2:26][NH:25][CH2:24]1)=[O:21])[NH:15]2.N. (7) The reactants are: [Cl:1][C:2]1[CH:11]=[C:10]([CH:12](O)[CH3:13])[C:9]([C:15]2[CH:20]=[CH:19][CH:18]=[CH:17][C:16]=2[F:21])=[C:8]2[C:3]=1[CH:4]=[CH:5][CH:6]=[N:7]2.C(N(CC)CC)C.CS(Cl)(=O)=O.[N-:34]=[N+:35]=[N-:36].[Na+]. Given the product [N:34]([CH:12]([C:10]1[C:9]([C:15]2[CH:20]=[CH:19][CH:18]=[CH:17][C:16]=2[F:21])=[C:8]2[C:3]([CH:4]=[CH:5][CH:6]=[N:7]2)=[C:2]([Cl:1])[CH:11]=1)[CH3:13])=[N+:35]=[N-:36], predict the reactants needed to synthesize it.